This data is from Full USPTO retrosynthesis dataset with 1.9M reactions from patents (1976-2016). The task is: Predict the reactants needed to synthesize the given product. (1) Given the product [CH:18]([O:17][C:15]([N:14]1[C:6]2[C:7]3[CH2:8][CH2:9][CH2:10][C:11]=3[CH:12]=[CH:13][C:5]=2[C:24](=[O:25])[CH2:23][CH2:22][CH2:21]1)=[O:16])([CH3:19])[CH3:20], predict the reactants needed to synthesize it. The reactants are: COC([C:5]1[C:6]([N:14]([CH2:21][CH2:22][CH2:23][C:24](OCC)=[O:25])[C:15]([O:17][CH:18]([CH3:20])[CH3:19])=[O:16])=[C:7]2[C:11](=[CH:12][CH:13]=1)[CH2:10][CH2:9][CH2:8]2)=O.CC(C)([O-])C.[K+].Cl.[Cl-].[Li+]. (2) Given the product [Si:32]([O:1][C@H:2]1[CH2:22][N:5]2[C:6](=[O:21])[C@@H:7]([CH2:11][C:12]3[C:20]4[C:15](=[CH:16][CH:17]=[CH:18][CH:19]=4)[NH:14][CH:13]=3)[NH:8][C:9](=[O:10])[C@@H:4]2[CH2:3]1)([C:28]([CH3:31])([CH3:30])[CH3:29])([C:39]1[CH:40]=[CH:41][CH:42]=[CH:43][CH:44]=1)[C:33]1[CH:38]=[CH:37][CH:36]=[CH:35][CH:34]=1, predict the reactants needed to synthesize it. The reactants are: [OH:1][C@H:2]1[CH2:22][N:5]2[C:6](=[O:21])[C@@H:7]([CH2:11][C:12]3[C:20]4[C:15](=[CH:16][CH:17]=[CH:18][CH:19]=4)[NH:14][CH:13]=3)[NH:8][C:9](=[O:10])[C@@H:4]2[CH2:3]1.N1C=CN=C1.[C:28]([Si:32](Cl)([C:39]1[CH:44]=[CH:43][CH:42]=[CH:41][CH:40]=1)[C:33]1[CH:38]=[CH:37][CH:36]=[CH:35][CH:34]=1)([CH3:31])([CH3:30])[CH3:29]. (3) Given the product [Br:1][C:2]1[C:10]2[C:5](=[CH:6][CH:7]=[CH:8][C:9]=2[N+:11]([O-:13])=[O:12])[N:4]([CH2:14][C:15]([NH:20][NH2:21])=[O:17])[N:3]=1, predict the reactants needed to synthesize it. The reactants are: [Br:1][C:2]1[C:10]2[C:5](=[CH:6][CH:7]=[CH:8][C:9]=2[N+:11]([O-:13])=[O:12])[N:4]([CH2:14][C:15]([O:17]CC)=O)[N:3]=1.[NH2:20][NH2:21]. (4) Given the product [Cl:1][C:2]1[CH:3]=[C:4]([C:8]2[N:17]([CH3:18])[C:16](=[O:19])[C:15]3[C:10](=[CH:11][CH:12]=[C:13]([O:20][CH:23]4[CH:24]5[CH2:27][CH2:28][N:21]([CH2:26][CH2:25]5)[CH2:22]4)[CH:14]=3)[N:9]=2)[CH:5]=[CH:6][CH:7]=1, predict the reactants needed to synthesize it. The reactants are: [Cl:1][C:2]1[CH:3]=[C:4]([C:8]2[N:17]([CH3:18])[C:16](=[O:19])[C:15]3[C:10](=[CH:11][CH:12]=[C:13]([OH:20])[CH:14]=3)[N:9]=2)[CH:5]=[CH:6][CH:7]=1.[N:21]12[CH2:28][CH2:27][CH:24]([CH2:25][CH2:26]1)[CH:23](O)[CH2:22]2.C1(P(C2C=CC=CC=2)C2C=CC=CC=2)C=CC=CC=1.N(C(OC(C)C)=O)=NC(OC(C)C)=O. (5) Given the product [Br:1][C:2]1[CH:3]=[CH:4][C:5]([Cl:17])=[C:6]([C:8]([C:10]2[CH:15]=[CH:14][C:13]([CH2:16][Br:25])=[CH:12][CH:11]=2)=[O:9])[CH:7]=1, predict the reactants needed to synthesize it. The reactants are: [Br:1][C:2]1[CH:3]=[CH:4][C:5]([Cl:17])=[C:6]([C:8]([C:10]2[CH:15]=[CH:14][C:13]([CH3:16])=[CH:12][CH:11]=2)=[O:9])[CH:7]=1.C1C(=O)N([Br:25])C(=O)C1.CC(N=NC(C#N)(C)C)(C#N)C. (6) Given the product [F:12][B-:13]([F:16])([F:15])[F:14].[CH2:2]([N+:6]1([CH3:11])[CH2:10][CH2:9][CH2:8][CH2:7]1)[CH2:3][CH2:4][CH3:5], predict the reactants needed to synthesize it. The reactants are: [Br-].[CH2:2]([N+:6]1([CH3:11])[CH2:10][CH2:9][CH2:8][CH2:7]1)[CH2:3][CH2:4][CH3:5].[F:12][B-:13]([F:16])([F:15])[F:14].[Na+].[Br-].[Na+].ClCCl. (7) Given the product [CH3:26][O:27][N:28]=[C:22]1[CH2:23][N:16]([C:14]([C:11]2[CH:12]=[CH:13][C:8]([C:3]3[CH:4]=[CH:5][CH:6]=[CH:7][C:2]=3[CH3:1])=[CH:9][CH:10]=2)=[O:15])[C@H:17]([C:18]([OH:20])=[O:19])[CH2:21]1, predict the reactants needed to synthesize it. The reactants are: [CH3:1][C:2]1[CH:7]=[CH:6][CH:5]=[CH:4][C:3]=1[C:8]1[CH:13]=[CH:12][C:11]([C:14]([N:16]2[CH2:23][C:22](=O)[CH2:21][C@H:17]2[C:18]([OH:20])=[O:19])=[O:15])=[CH:10][CH:9]=1.Cl.[CH3:26][O:27][NH2:28].ClCCl.